Dataset: Forward reaction prediction with 1.9M reactions from USPTO patents (1976-2016). Task: Predict the product of the given reaction. (1) Given the reactants [NH2:1][C:2]1[CH:10]=[CH:9][CH:8]=[C:7]2[C:3]=1[C:4](=[O:24])[N:5]([CH:12]1[CH2:17][CH:16]([O:18][C:19](=[O:21])[CH3:20])[C:15](=[O:22])[NH:14][C:13]1=[O:23])[C:6]2=[O:11].[CH3:25][O:26][CH2:27][C:28](Cl)=[O:29], predict the reaction product. The product is: [CH3:25][O:26][CH2:27][C:28]([NH:1][C:2]1[CH:10]=[CH:9][CH:8]=[C:7]2[C:3]=1[C:4](=[O:24])[N:5]([CH:12]1[CH2:17][CH:16]([O:18][C:19](=[O:21])[CH3:20])[C:15](=[O:22])[NH:14][C:13]1=[O:23])[C:6]2=[O:11])=[O:29]. (2) The product is: [CH2:5]([C:8]1[C:9]([Cl:18])=[N:10][C:11]2[N:12]([N:15]=[CH:16][CH:17]=2)[C:13]=1[NH:28][C:25]1[CH:26]=[CH:27][C:22]([O:21][CH2:20][CH3:19])=[CH:23][CH:24]=1)[CH:6]=[CH2:7]. Given the reactants C(O)(C)C.[CH2:5]([C:8]1[C:9]([Cl:18])=[N:10][C:11]2[N:12]([N:15]=[CH:16][CH:17]=2)[C:13]=1Cl)[CH:6]=[CH2:7].[CH3:19][CH2:20][O:21][C:22]1[CH:27]=[CH:26][C:25]([NH2:28])=[CH:24][CH:23]=1, predict the reaction product. (3) Given the reactants C([Li])CCC.[O:6]1[CH2:10][CH2:9][O:8][CH:7]1[C:11]1[O:12][CH:13]=[CH:14][CH:15]=1.[F:16][C:17]1[CH:18]=[C:19]([CH:22]=[CH:23][CH:24]=1)[CH2:20]Br.[Cl-].[NH4+], predict the reaction product. The product is: [F:16][C:17]1[CH:18]=[C:19]([CH:22]=[CH:23][CH:24]=1)[CH2:20][C:13]1[O:12][C:11]([CH:7]2[O:8][CH2:9][CH2:10][O:6]2)=[CH:15][CH:14]=1. (4) The product is: [Cl:8][C:9]1[C:10]([F:35])=[C:11]([NH:15][C:16]2[C:25]3[C:20](=[CH:21][C:22]([O:28][C@H:29]4[CH2:34][CH2:33][CH2:32][N:31]([C:3](=[O:4])[CH2:2][N:49]5[CH2:50][CH2:51][N:46]([CH3:45])[CH2:47][CH2:48]5)[CH2:30]4)=[C:23]([O:26][CH3:27])[CH:24]=3)[N:19]=[CH:18][N:17]=2)[CH:12]=[CH:13][CH:14]=1. Given the reactants Cl[CH2:2][C:3](Cl)=[O:4].Cl.Cl.[Cl:8][C:9]1[C:10]([F:35])=[C:11]([NH:15][C:16]2[C:25]3[C:20](=[CH:21][C:22]([O:28][C@H:29]4[CH2:34][CH2:33][CH2:32][NH:31][CH2:30]4)=[C:23]([O:26][CH3:27])[CH:24]=3)[N:19]=[CH:18][N:17]=2)[CH:12]=[CH:13][CH:14]=1.C(N(C(C)C)CC)(C)C.[CH3:45][N:46]1[CH2:51][CH2:50][NH:49][CH2:48][CH2:47]1, predict the reaction product. (5) Given the reactants Cl[C:2]1[CH:7]=[CH:6][N:5]=[C:4]2[NH:8][CH:9]=[CH:10][C:3]=12.[I-:11].[Na+].C(Cl)(=O)C, predict the reaction product. The product is: [I:11][C:2]1[CH:7]=[CH:6][N:5]=[C:4]2[NH:8][CH:9]=[CH:10][C:3]=12. (6) Given the reactants [Cl:1][C:2]1[CH:8]=[C:7]([O:9][CH3:10])[C:6]([F:11])=[CH:5][C:3]=1N.Cl.N([O-])=O.[Na+].[Cu][C:18]#[N:19].[C-]#N.[Na+], predict the reaction product. The product is: [Cl:1][C:2]1[CH:8]=[C:7]([O:9][CH3:10])[C:6]([F:11])=[CH:5][C:3]=1[C:18]#[N:19]. (7) The product is: [CH3:5][C:2]([N:6]1[CH:10]=[C:9]([NH:11][C:12](=[O:29])[CH:13]([NH:17][C:18](=[O:28])[CH2:19][C:20]2[CH:21]=[C:22]([F:27])[CH:23]=[C:24]([F:26])[CH:25]=2)[CH2:14][CH2:15][CH3:16])[N:8]=[CH:7]1)([CH3:1])[CH2:3][NH:31][CH3:30]. Given the reactants [CH3:1][C:2]([N:6]1[CH:10]=[C:9]([NH:11][C:12](=[O:29])[CH:13]([NH:17][C:18](=[O:28])[CH2:19][C:20]2[CH:25]=[C:24]([F:26])[CH:23]=[C:22]([F:27])[CH:21]=2)[CH2:14][CH2:15][CH3:16])[N:8]=[CH:7]1)([CH3:5])[CH:3]=O.[CH3:30][NH2:31], predict the reaction product.